This data is from NCI-60 drug combinations with 297,098 pairs across 59 cell lines. The task is: Regression. Given two drug SMILES strings and cell line genomic features, predict the synergy score measuring deviation from expected non-interaction effect. (1) Drug 1: CC1=C(C(CCC1)(C)C)C=CC(=CC=CC(=CC(=O)O)C)C. Drug 2: CC1CCCC2(C(O2)CC(NC(=O)CC(C(C(=O)C(C1O)C)(C)C)O)C(=CC3=CSC(=N3)C)C)C. Cell line: DU-145. Synergy scores: CSS=58.8, Synergy_ZIP=5.57, Synergy_Bliss=4.60, Synergy_Loewe=-10.9, Synergy_HSA=4.47. (2) Drug 1: C1CC(C1)(C(=O)O)C(=O)O.[NH2-].[NH2-].[Pt+2]. Drug 2: CC1=C(N=C(N=C1N)C(CC(=O)N)NCC(C(=O)N)N)C(=O)NC(C(C2=CN=CN2)OC3C(C(C(C(O3)CO)O)O)OC4C(C(C(C(O4)CO)O)OC(=O)N)O)C(=O)NC(C)C(C(C)C(=O)NC(C(C)O)C(=O)NCCC5=NC(=CS5)C6=NC(=CS6)C(=O)NCCC[S+](C)C)O. Cell line: 786-0. Synergy scores: CSS=33.7, Synergy_ZIP=-9.33, Synergy_Bliss=-0.530, Synergy_Loewe=-27.8, Synergy_HSA=1.47. (3) Drug 1: CCCCCOC(=O)NC1=NC(=O)N(C=C1F)C2C(C(C(O2)C)O)O. Drug 2: CCN(CC)CCNC(=O)C1=C(NC(=C1C)C=C2C3=C(C=CC(=C3)F)NC2=O)C. Cell line: HCT-15. Synergy scores: CSS=-0.820, Synergy_ZIP=-3.40, Synergy_Bliss=-9.89, Synergy_Loewe=-9.30, Synergy_HSA=-9.09. (4) Drug 1: C1CN(CCN1C(=O)CCBr)C(=O)CCBr. Drug 2: C(CCl)NC(=O)N(CCCl)N=O. Cell line: MDA-MB-231. Synergy scores: CSS=12.1, Synergy_ZIP=-6.66, Synergy_Bliss=-1.13, Synergy_Loewe=-2.55, Synergy_HSA=-1.25. (5) Drug 1: C1CC(CCC1OC2=C(C(=CC=C2)Cl)F)(CC3=NC(=CC=C3)NC4=NC=CS4)C(=O)O. Drug 2: C1CCC(C(C1)[NH-])[NH-].C(=O)(C(=O)[O-])[O-].[Pt+4]. Cell line: SW-620. Synergy scores: CSS=53.4, Synergy_ZIP=0.141, Synergy_Bliss=-0.489, Synergy_Loewe=0.594, Synergy_HSA=4.05. (6) Drug 1: C1=CC(=CC=C1CCC2=CNC3=C2C(=O)NC(=N3)N)C(=O)NC(CCC(=O)O)C(=O)O. Drug 2: CC1=C(C=C(C=C1)NC(=O)C2=CC=C(C=C2)CN3CCN(CC3)C)NC4=NC=CC(=N4)C5=CN=CC=C5. Cell line: COLO 205. Synergy scores: CSS=29.0, Synergy_ZIP=-0.331, Synergy_Bliss=-3.22, Synergy_Loewe=-23.5, Synergy_HSA=-3.97. (7) Drug 1: CCC1(CC2CC(C3=C(CCN(C2)C1)C4=CC=CC=C4N3)(C5=C(C=C6C(=C5)C78CCN9C7C(C=CC9)(C(C(C8N6C=O)(C(=O)OC)O)OC(=O)C)CC)OC)C(=O)OC)O.OS(=O)(=O)O. Drug 2: CCC1(CC2CC(C3=C(CCN(C2)C1)C4=CC=CC=C4N3)(C5=C(C=C6C(=C5)C78CCN9C7C(C=CC9)(C(C(C8N6C)(C(=O)OC)O)OC(=O)C)CC)OC)C(=O)OC)O.OS(=O)(=O)O. Cell line: SW-620. Synergy scores: CSS=26.9, Synergy_ZIP=-5.17, Synergy_Bliss=1.83, Synergy_Loewe=-0.535, Synergy_HSA=-1.01. (8) Drug 1: CC1OCC2C(O1)C(C(C(O2)OC3C4COC(=O)C4C(C5=CC6=C(C=C35)OCO6)C7=CC(=C(C(=C7)OC)O)OC)O)O. Drug 2: C1=NNC2=C1C(=O)NC=N2. Cell line: HCT116. Synergy scores: CSS=49.6, Synergy_ZIP=-0.876, Synergy_Bliss=-2.61, Synergy_Loewe=-40.2, Synergy_HSA=-1.00.